Binary Classification. Given a miRNA mature sequence and a target amino acid sequence, predict their likelihood of interaction. From a dataset of Experimentally validated miRNA-target interactions with 360,000+ pairs, plus equal number of negative samples. (1) The miRNA is hsa-miR-21-5p with sequence UAGCUUAUCAGACUGAUGUUGA. The protein sequence of the target gene is MSGSFYFVIVGHHDNPVFEMEFLPAGKAESKDDHRHLNQFIAHAALDLVDENMWLSNNMYLKTVDKFNEWFVSAFVTAGHMRFIMLHDIRQEDGIKNFFTDVYDLYIKFSMNPFYEPNSPIRSSAFDRKVQFLGKKHLLS. Result: 1 (interaction). (2) The miRNA is hsa-miR-3671 with sequence AUCAAAUAAGGACUAGUCUGCA. The protein sequence of the target gene is MRSGCVVVHVWILAGLWLAVAGRPLAFSDAGPHVHYGWGDPIRLRHLYTSGPHGLSSCFLRIRADGVVDCARGQSAHSLLEIKAVALRTVAIKGVHSVRYLCMGADGKMQGLLQYSEEDCAFEEEIRPDGYNVYRSEKHRLPVSLSSAKQRQLYKNRGFLPLSHFLPMLPMVPEEPEDLRGHLESDMFSSPLETDSMDPFGLVTGLEAVRSPSFEK. Result: 1 (interaction). (3) The miRNA is mmu-miR-210-5p with sequence AGCCACUGCCCACCGCACACUG. The protein sequence of the target gene is MALCALTRALRSLNLAPPTVAAPAPSLFPAAQMMNNGLLQQPSALMLLPCRPVLTSVALNANFVSWKSRTKYTITPVKMRKSGGRDHTGRIRVHGIGGGHKQRYRMIDFLRFRPEETKSGPFEEKVIQVRYDPCRSADIALVAGGSRKRWIIATENMQAGDTILNSNHIGRMAVAAREGDAHPLGALPVGTLINNVESEPGRGAQYIRAAGTCGVLLRKVNGTAIIQLPSKRQMQVLETCVATVGRVSNVDHNKRVIGKAGRNRWLGKRPNSGRWHRKGGWAGRKIRPLPPMKSYVKLPS.... Result: 0 (no interaction). (4) The miRNA is hsa-miR-4762-5p with sequence CCAAAUCUUGAUCAGAAGCCU. The protein sequence of the target gene is MMSLSVRPQRRLLSARVSRSQSFAGVLGSHERGPRSFTVFSPPGPPRKPLVLSRVSRMFSVAHPAPKVPQPERLDLVYTALKRGLTAYLEVHQQEQEKLQRQIKESKRNSRLGFLYDLDKQVKSIERFLRRLEFHASKIDELYEAYCVQRRLRDGAYNMVRAYSTGSPGSREARDSLAEATRGHREYTESMCLLENELEAQLGEFHLRMKGLAGFARLCVGDQYEICMKYGRQRWKLRGRIESSGKQVWDSEETVFLPLLTEFLSIKVTELKGLANHVVVGSVSCETKDLFAALPQVVAV.... Result: 0 (no interaction). (5) The miRNA is hsa-miR-5089-5p with sequence GUGGGAUUUCUGAGUAGCAUC. The protein sequence of the target gene is MAEYGAHITTASVADDQPSIFEVVAQDSLMTAVRPALQHVVKVLAESNPAHYGFLWRWFDEIFTLLDFLLQQHYLSRTSASFSEHFYGLKRIVAGSSPHLQRPASAGLPKEHLWKSAMFLVLLPYLKVKLEKLASSLREEDEYSIHPPSSRWKRFYRAFLAAYPFVNMAWEGWFLTQQLRYILGKAEHHSPLLKLAGVRLARLTAQDMQAIKQRLVEASAMQEPVRSVGEKIKSALKKAVGGVALSLSTGLSVGVFFLQFLDWWYSSENQEAIKSLTALPTPPPPVHLDYNSDSPLLPKM.... Result: 0 (no interaction). (6) The miRNA is hsa-let-7e-5p with sequence UGAGGUAGGAGGUUGUAUAGUU. The protein sequence of the target gene is MPGHLQEGFGCVVTNRFDQLFDDESDPFEVLKAAENKKKEAGGGGVGGPGAKSAAQAAAQTNSNAAGKQLRKESQKDRKNPLPPSVGVVDKKEETQPPVALKKEGIRRVGRRPDQQLQGEGKIIDRRPERRPPRERRFEKPLEEKGEGGEFSVDRPIIDRPIRGRGGLGRGRGGRGRGMGRGDGFDSRGKREFDRHSGSDRSSFSHYSGLKHEDKRGGSGSHNWGTVKDELTESPKYIQKQISYNYSDLDQSNVTEETPEGEEHHPVADTENKENEVEEVKEEGPKEMTLDEWKAIQNKD.... Result: 1 (interaction).